Dataset: Catalyst prediction with 721,799 reactions and 888 catalyst types from USPTO. Task: Predict which catalyst facilitates the given reaction. (1) Reactant: O[C:2]([CH2:4][CH2:5][CH2:6][CH2:7][C@H:8]1[C@@H:16]2[C@@H:11]([NH:12][C:13]([NH:15]2)=[O:14])[CH2:10][S:9]1)=[O:3].CCN(C(C)C)C(C)C.CN(C(ON1N=NC2C=CC=NC1=2)=[N+](C)C)C.F[P-](F)(F)(F)(F)F.[CH2:50]([O:57][C:58]([N:60]1[CH2:64][CH2:63][CH2:62][C@H:61]1[C:65](=[O:79])[NH:66][C:67]1[S:68][CH:69]=[C:70]([C:72]2[CH:77]=[CH:76][C:75]([NH2:78])=[CH:74][CH:73]=2)[N:71]=1)=[O:59])[C:51]1[CH:56]=[CH:55][CH:54]=[CH:53][CH:52]=1. Product: [CH2:50]([O:57][C:58]([N:60]1[CH2:64][CH2:63][CH2:62][CH:61]1[C:65](=[O:79])[NH:66][C:67]1[S:68][CH:69]=[C:70]([C:72]2[CH:73]=[CH:74][C:75]([NH:78][C:2](=[O:3])[CH2:4][CH2:5][CH2:6][CH2:7][CH:8]3[CH:16]4[CH:11]([NH:12][C:13](=[O:14])[NH:15]4)[CH2:10][S:9]3)=[CH:76][CH:77]=2)[N:71]=1)=[O:59])[C:51]1[CH:52]=[CH:53][CH:54]=[CH:55][CH:56]=1. The catalyst class is: 3. (2) Reactant: [CH2:1]([O:3][C:4](=[O:20])[CH2:5][CH:6]([C:10]1[CH:11]=[N:12][C:13]2[C:18]([CH:19]=1)=[CH:17][CH:16]=[CH:15][CH:14]=2)[CH:7]=CC)[CH3:2].C(O)(C(F)(F)F)=[O:22].O=[O+][O-].C1C=CC(P(C2C=CC=CC=2)C2C=CC=CC=2)=CC=1. Product: [CH2:1]([O:3][C:4](=[O:20])[CH2:5][CH:6]([C:10]1[CH:11]=[N:12][C:13]2[C:18]([CH:19]=1)=[CH:17][CH:16]=[CH:15][CH:14]=2)[CH:7]=[O:22])[CH3:2]. The catalyst class is: 2.